From a dataset of Full USPTO retrosynthesis dataset with 1.9M reactions from patents (1976-2016). Predict the reactants needed to synthesize the given product. (1) Given the product [CH3:1][CH:2]([CH3:21])[CH2:3][N:4]1[C:16]2[C:15]3[CH:14]=[CH:13][C:12]([O:17][CH2:23][CH2:24][CH:25]4[CH2:26][CH2:27][N:28]([C:31]([O:33][C:34]([CH3:35])([CH3:37])[CH3:36])=[O:32])[CH2:29][CH2:30]4)=[CH:11][C:10]=3[N:9]=[CH:8][C:7]=2[N:6]=[C:5]1[CH2:18][CH2:19][CH3:20], predict the reactants needed to synthesize it. The reactants are: [CH3:1][CH:2]([CH3:21])[CH2:3][N:4]1[C:16]2[C:15]3[CH:14]=[CH:13][C:12]([OH:17])=[CH:11][C:10]=3[N:9]=[CH:8][C:7]=2[N:6]=[C:5]1[CH2:18][CH2:19][CH3:20].I[CH2:23][CH2:24][CH:25]1[CH2:30][CH2:29][N:28]([C:31]([O:33][C:34]([CH3:37])([CH3:36])[CH3:35])=[O:32])[CH2:27][CH2:26]1. (2) Given the product [N:1]([CH2:4][C@H:5]([CH3:29])[C@@H:6]([O:7][Si:8]([C:11]([CH3:14])([CH3:13])[CH3:12])([CH3:9])[CH3:10])[C@H:15]([NH:16][C:22](=[O:23])[O:24][C:25]([CH3:28])([CH3:26])[CH3:27])[CH2:19][OH:18])=[N+:2]=[N-:3], predict the reactants needed to synthesize it. The reactants are: [N:1]([CH2:4][C@H:5]([CH3:29])[C@H:6]([C@H:15]1[CH2:19][O:18]C(C)(C)[N:16]1[C:22]([O:24][C:25]([CH3:28])([CH3:27])[CH3:26])=[O:23])[O:7][Si:8]([C:11]([CH3:14])([CH3:13])[CH3:12])([CH3:10])[CH3:9])=[N+:2]=[N-:3].CC1C=CC(S([O-])(=O)=O)=CC=1.C1C=C[NH+]=CC=1.CCN(C(C)C)C(C)C.CC(OC(OC(OC(C)(C)C)=O)=O)(C)C. (3) Given the product [NH2:1][C:2]1([C:15]([NH:16][CH:17]2[CH2:18][C:19]3[CH:24]=[CH:23][CH:22]=[C:21]([C:25]([OH:27])=[O:26])[C:20]=3[O:35][B:34]2[OH:42])=[O:47])[CH2:7][CH2:6][NH:5][CH2:4][CH2:3]1, predict the reactants needed to synthesize it. The reactants are: [NH2:1][C:2]1([C:15](=[O:47])[NH:16][C@H:17]([B:34]2[O:42]C3C(C)(C4CC(C3)C4(C)C)[O:35]2)[CH2:18][C:19]2[CH:24]=[CH:23][CH:22]=[C:21]([C:25]([O:27]C(C)(C)C)=[O:26])[C:20]=2OC)[CH2:7][CH2:6][N:5](C(OC(C)(C)C)=O)[CH2:4][CH2:3]1.B(Cl)(Cl)Cl. (4) Given the product [I-:1].[CH3:4][N:5]([CH3:23])[C:6]1[CH:7]=[C:8]([CH2:21][CH3:22])[C:9]2[C:18]([CH:19]=1)=[S+:17][C:16]1[C:11](=[C:12]([CH3:20])[CH:13]=[C:14]([N:73]3[CH2:72][CH2:71][N:70]([S:67]([C:66]([F:76])([F:77])[F:65])(=[O:68])=[O:69])[CH2:75][CH2:74]3)[CH:15]=1)[N:10]=2, predict the reactants needed to synthesize it. The reactants are: [I-:1].[I-:1].[I-:1].[CH3:4][N:5]([CH3:23])[C:6]1[CH:7]=[C:8]([CH2:21][CH3:22])[C:9]2[C:18]([CH:19]=1)=[S+:17][C:16]1[C:11](=[C:12]([CH3:20])[CH:13]=[CH:14][CH:15]=1)[N:10]=2.[CH3:4][N:5]([C:6]1[CH:7]=[C:8]([CH2:21][CH3:22])[C:9]2[C:18]([CH:19]=1)=[S+:17][C:16]1[C:11](=[C:12]([CH3:20])[CH:13]=[CH:14][CH:15]=1)[N:10]=2)[CH3:23].[CH3:4][N:5]([C:6]1[CH:7]=[C:8]([CH2:21][CH3:22])[C:9]2[C:18]([CH:19]=1)=[S+:17][C:16]1[C:11](=[C:12]([CH3:20])[CH:13]=[CH:14][CH:15]=1)[N:10]=2)[CH3:23].Cl.[F:65][C:66]([F:77])([F:76])[S:67]([N:70]1[CH2:75][CH2:74][NH2+:73][CH2:72][CH2:71]1)(=[O:69])=[O:68].C(N(CC)CC)C. (5) Given the product [CH3:23][O:22][C:20]([CH2:19][C:15]1[CH:14]=[C:13]([CH:18]=[CH:17][CH:16]=1)[CH2:12][N:9]1[CH:8]=[N:7][C:6]2[C:10]1=[N:11][C:3]([O:30][CH2:29][CH2:28][S:27][CH3:26])=[N:4][C:5]=2[NH2:24])=[O:21], predict the reactants needed to synthesize it. The reactants are: [Na].Cl[C:3]1[N:11]=[C:10]2[C:6]([N:7]=[CH:8][N:9]2[CH2:12][C:13]2[CH:18]=[CH:17][CH:16]=[C:15]([CH2:19][C:20]([O:22][CH3:23])=[O:21])[CH:14]=2)=[C:5]([NH2:24])[N:4]=1.Cl.[CH3:26][S:27][CH2:28][CH2:29][OH:30]. (6) The reactants are: [Br:1][C:2]1[CH:7]=[CH:6][C:5]([C:8]2[O:17][C:11]3[N:12]=[CH:13][N:14]=[C:15](Cl)[C:10]=3[C:9]=2[C:18]2[CH:23]=[CH:22][C:21]([F:24])=[CH:20][CH:19]=2)=[CH:4][CH:3]=1.[CH3:25][O:26][C:27](=[O:37])[CH2:28][O:29][C:30]1[CH:35]=[CH:34][CH:33]=[C:32]([NH2:36])[CH:31]=1. Given the product [CH3:25][O:26][C:27](=[O:37])[CH2:28][O:29][C:30]1[CH:35]=[CH:34][CH:33]=[C:32]([NH:36][C:15]2[C:10]3[C:9]([C:18]4[CH:23]=[CH:22][C:21]([F:24])=[CH:20][CH:19]=4)=[C:8]([C:5]4[CH:6]=[CH:7][C:2]([Br:1])=[CH:3][CH:4]=4)[O:17][C:11]=3[N:12]=[CH:13][N:14]=2)[CH:31]=1, predict the reactants needed to synthesize it. (7) Given the product [Br:1][C:2]1[CH:3]=[C:4]([C:14]([NH:17][C@@H:18]([CH2:31][C:32]2[CH:37]=[CH:36][CH:35]=[CH:34][C:33]=2[C:38]([F:41])([F:39])[F:40])[CH2:19][N:20]2[C:28](=[O:29])[C:27]3[C:22](=[CH:23][CH:24]=[CH:25][CH:26]=3)[C:21]2=[O:30])=[O:16])[S:5][C:6]=1[C:7]1[N:11]([CH3:12])[N:10]=[CH:9][C:8]=1[Cl:13], predict the reactants needed to synthesize it. The reactants are: [Br:1][C:2]1[CH:3]=[C:4]([C:14]([OH:16])=O)[S:5][C:6]=1[C:7]1[N:11]([CH3:12])[N:10]=[CH:9][C:8]=1[Cl:13].[NH2:17][C@@H:18]([CH2:31][C:32]1[CH:37]=[CH:36][CH:35]=[CH:34][C:33]=1[C:38]([F:41])([F:40])[F:39])[CH2:19][N:20]1[C:28](=[O:29])[C:27]2[C:22](=[CH:23][CH:24]=[CH:25][CH:26]=2)[C:21]1=[O:30].C1CN([P+](Br)(N2CCCC2)N2CCCC2)CC1.F[P-](F)(F)(F)(F)F.CCN(C(C)C)C(C)C.